Dataset: Full USPTO retrosynthesis dataset with 1.9M reactions from patents (1976-2016). Task: Predict the reactants needed to synthesize the given product. Given the product [CH3:3]/[C:4](=[CH:8]\[C:9]1[CH:14]=[CH:13][CH:12]=[CH:11][CH:10]=1)/[C:5]([NH2:17])=[O:6], predict the reactants needed to synthesize it. The reactants are: N#N.[CH3:3]/[C:4](=[CH:8]\[C:9]1[CH:14]=[CH:13][CH:12]=[CH:11][CH:10]=1)/[C:5](O)=[O:6].CC[N:17](CC)CC.ClC(OCC)=O.[NH4+].[OH-].